This data is from Reaction yield outcomes from USPTO patents with 853,638 reactions. The task is: Predict the reaction yield, written as a fraction of the theoretical maximum amount of product (1.0 means a 100% yield; for example, 0.34 means a 34% yield). (1) The reactants are [NH2:1][CH2:2][C:3]1[N:8]=[C:7]([OH:9])[C:6]([O:10][CH3:11])=[CH:5][N:4]=1.[I:12][C:13]1[CH:14]=[C:15]2[C:20](=[CH:21][CH:22]=1)[C:19](=[O:23])[NH:18][C:17](=[O:24])[C:16]2=[CH:25]OC. The catalyst is CN(C)C=O. The product is [OH:9][C:7]1[C:6]([O:10][CH3:11])=[CH:5][N:4]=[C:3]([CH2:2][NH:1][CH:25]=[C:16]2[C:15]3[C:20](=[CH:21][CH:22]=[C:13]([I:12])[CH:14]=3)[C:19](=[O:23])[NH:18][C:17]2=[O:24])[N:8]=1. The yield is 0.340. (2) The reactants are [CH2:1]([Mg]Br)[CH2:2][CH2:3][CH2:4][CH2:5][CH2:6][CH2:7][CH2:8][CH2:9][CH3:10].Br[C:14]1[C:18](Br)=[CH:17][S:16][CH:15]=1.O. The catalyst is C(OCC)C.Cl[Ni]1(Cl)[P](C2C=CC=CC=2)(C2C=CC=CC=2)CCC[P]1(C1C=CC=CC=1)C1C=CC=CC=1. The product is [CH2:1]([C:14]1[C:18]([CH2:1][CH2:2][CH2:3][CH2:4][CH2:5][CH2:6][CH2:7][CH2:8][CH2:9][CH3:10])=[CH:17][S:16][CH:15]=1)[CH2:2][CH2:3][CH2:4][CH2:5][CH2:6][CH2:7][CH2:8][CH2:9][CH3:10]. The yield is 0.760. (3) The reactants are [CH3:1][C:2]1([CH3:16])[O:6][C@H:5]([C@H:7]([CH2:11][CH:12]([CH3:14])[CH3:13])[C:8]([OH:10])=O)[C:4](=[O:15])[O:3]1.C(O[CH:29]([CH3:31])[CH3:30])(=O)[C@@H](CC(OC(C)C)=O)O.CCN(C(C)C)C(C)C.[OH:41][N:42]1[C:46]2[N:47]=[CH:48][CH:49]=[CH:50][C:45]=2N=N1.F[P-](F)(F)(F)(F)F.FC(N(C)C)=[N+](C)C.ONC(=O)[C@@H](O)[C@@H](C([N:77]1[CH2:82][CH2:81][N:80](C2C=C(C)C=CN=2)[CH2:79][C@@H:78]1C)=O)CC(C)C. The catalyst is C(Cl)Cl. The product is [CH3:16][C:2]1([CH3:1])[O:3][C:4](=[O:15])[C@@H:5]([C@@H:7]([C:8]([N:77]2[CH2:82][CH2:81][N:80]([C:46]3[N:47]=[C:48]([C:49]4[CH:50]=[CH:45][CH:30]=[CH:29][CH:31]=4)[O:41][N:42]=3)[CH2:79][CH2:78]2)=[O:10])[CH2:11][CH:12]([CH3:14])[CH3:13])[O:6]1. The yield is 0.420.